This data is from Full USPTO retrosynthesis dataset with 1.9M reactions from patents (1976-2016). The task is: Predict the reactants needed to synthesize the given product. (1) Given the product [CH3:25][N:26]([CH2:27][CH2:28][NH:29][CH3:30])[C:2]1[N:7]=[CH:6][C:5](/[C:8](/[C:18]2[CH:23]=[CH:22][C:21]([OH:24])=[CH:20][CH:19]=2)=[C:9](/[C:12]2[CH:17]=[CH:16][CH:15]=[CH:14][CH:13]=2)\[CH2:10][CH3:11])=[CH:4][CH:3]=1, predict the reactants needed to synthesize it. The reactants are: Cl[C:2]1[N:7]=[CH:6][C:5](/[C:8](/[C:18]2[CH:23]=[CH:22][C:21]([OH:24])=[CH:20][CH:19]=2)=[C:9](/[C:12]2[CH:17]=[CH:16][CH:15]=[CH:14][CH:13]=2)\[CH2:10][CH3:11])=[CH:4][CH:3]=1.[CH3:25][NH:26][CH2:27][CH2:28][NH:29][CH3:30]. (2) Given the product [CH2:1]([O:5][C:6]1[C:7]2[C:14](/[CH:27]=[CH:26]/[C:25]([O:29][CH3:30])=[O:28])=[CH:13][NH:12][C:8]=2[N:9]=[CH:10][N:11]=1)[CH:2]([CH3:4])[CH3:3], predict the reactants needed to synthesize it. The reactants are: [CH2:1]([O:5][C:6]1[C:7]2[C:14](/C=C/C(N)=O)=[CH:13][NH:12][C:8]=2[N:9]=[CH:10][N:11]=1)[CH:2]([CH3:4])[CH3:3].C(N)(=O)C=C.[C:25]([O:29][CH3:30])(=[O:28])[CH:26]=[CH2:27]. (3) Given the product [CH3:1][O:2][C:3]1[CH:8]=[C:7]2[C:6]([N:12]=[CH:16][CH:18]=[N:9]2)=[C:5]([NH2:13])[CH:4]=1, predict the reactants needed to synthesize it. The reactants are: [CH3:1][O:2][C:3]1[CH:8]=[C:7]([N+:9]([O-])=O)[C:6]([NH2:12])=[C:5]([N+:13]([O-])=O)[CH:4]=1.[CH:16]([CH:18]=O)=O.Cl.CCOC(C)=O. (4) Given the product [N:10]1[C:3]2[C:2]([C:13]#[N:14])=[CH:7][N:6]=[CH:5][C:4]=2[NH:8][CH:9]=1, predict the reactants needed to synthesize it. The reactants are: Br[C:2]1[C:3]2[NH:10][CH:9]=[N:8][C:4]=2[CH:5]=[N:6][CH:7]=1.[NH4+].[OH-].[CH3:13][N:14](C=O)C. (5) The reactants are: [C:1]([OH:9])(=[O:8])[C:2]1[CH:7]=[CH:6][CH:5]=[CH:4][CH:3]=1.[CH2:10](O)[CH2:11][CH2:12][CH2:13][CH2:14][CH2:15][CH:16]([CH3:18])[CH3:17].CC(C(O)=O)C1C=CC(CC2C(=O)CCC2)=CC=1.[OH-].[K+].[OH-].[Na+]. Given the product [C:1]([O:9][CH2:10][CH2:11][CH2:12][CH2:13][CH2:14][CH2:15][CH:16]([CH3:18])[CH3:17])(=[O:8])[C:2]1[CH:7]=[CH:6][CH:5]=[CH:4][CH:3]=1, predict the reactants needed to synthesize it.